From a dataset of Reaction yield outcomes from USPTO patents with 853,638 reactions. Predict the reaction yield, written as a fraction of the theoretical maximum amount of product (1.0 means a 100% yield; for example, 0.34 means a 34% yield). The reactants are [C-:1]#[N:2].[Na+].[NH2:4][C:5]1[CH:10]=[CH:9][C:8]([CH3:11])=[CH:7][CH:6]=1.[CH3:12][N:13]1[CH2:18][CH2:17][C:16](=O)[CH2:15][CH2:14]1.ClCCl. The catalyst is C(O)(=O)C.CC(C)=O. The product is [CH3:12][N:13]1[CH2:18][CH2:17][C:16]([NH:4][C:5]2[CH:10]=[CH:9][C:8]([CH3:11])=[CH:7][CH:6]=2)([C:1]#[N:2])[CH2:15][CH2:14]1. The yield is 0.630.